From a dataset of Catalyst prediction with 721,799 reactions and 888 catalyst types from USPTO. Predict which catalyst facilitates the given reaction. (1) The catalyst class is: 5. Product: [CH3:13][C:12]1([CH2:11][CH2:10][C:3]2[C:4]([CH3:8])([CH3:9])[CH2:5][CH2:6][CH2:7][C:2]=2[CH3:1])[NH:22][CH2:23][CH2:24][CH2:25][O:14]1. Reactant: [CH3:1][C:2]1[CH2:7][CH2:6][CH2:5][C:4]([CH3:9])([CH3:8])[C:3]=1[CH2:10][CH2:11][C:12](=[O:14])[CH3:13].S([O-])([O-])(=O)=O.[Na+].[Na+].[NH2:22][CH2:23][CH2:24][CH2:25]O. (2) Reactant: [H-].[Na+].[CH3:3][C:4]1([CH3:11])[O:8][CH:7]([CH2:9][OH:10])[CH2:6][O:5]1.CN(C=O)C.CS([C:21]1[N:22]=[C:23]([NH:42][C:43]2[CH:48]=[CH:47][C:46]([C:49]([F:52])([F:51])[F:50])=[CH:45][CH:44]=2)[C:24]2[CH2:30][CH2:29][N:28]([C:31]3[C:36]([C:37]([F:40])([F:39])[F:38])=[CH:35][CH:34]=[CH:33][N:32]=3)[CH2:27][CH2:26][C:25]=2[N:41]=1)(=O)=O. Product: [CH3:3][C:4]1([CH3:11])[O:8][C@@H:7]([CH2:9][O:10][C:21]2[N:22]=[C:23]([NH:42][C:43]3[CH:48]=[CH:47][C:46]([C:49]([F:52])([F:50])[F:51])=[CH:45][CH:44]=3)[C:24]3[CH2:30][CH2:29][N:28]([C:31]4[C:36]([C:37]([F:40])([F:39])[F:38])=[CH:35][CH:34]=[CH:33][N:32]=4)[CH2:27][CH2:26][C:25]=3[N:41]=2)[CH2:6][O:5]1. The catalyst class is: 5. (3) Reactant: [CH2:1]([O:8][C@@H:9]1[C@@H:14]([CH2:15][O:16][CH2:17][C:18]2[CH:23]=[CH:22][CH:21]=[CH:20][CH:19]=2)[O:13][CH:12]=[CH:11][C@H:10]1[O:24][Si](C(C)(C)C)(C)C)[C:2]1[CH:7]=[CH:6][CH:5]=[CH:4][CH:3]=1.O. Product: [CH2:1]([O:8][C@@H:9]1[C@@H:14]([CH2:15][O:16][CH2:17][C:18]2[CH:19]=[CH:20][CH:21]=[CH:22][CH:23]=2)[O:13][CH:12]=[CH:11][C@H:10]1[OH:24])[C:2]1[CH:7]=[CH:6][CH:5]=[CH:4][CH:3]=1. The catalyst class is: 1. (4) Reactant: [OH:1][C@H:2]1[CH2:7][CH2:6][C@H:5]([C:8]([O:10][CH2:11][CH3:12])=[O:9])[CH2:4][CH2:3]1.O[C:14]1[CH:29]=[CH:28][C:17]([C:18]([O:20][CH2:21][C:22]2[CH:27]=[CH:26][CH:25]=[CH:24][CH:23]=2)=[O:19])=[CH:16][CH:15]=1.N(C(N1CCCCC1)=O)=NC(N1CCCCC1)=O.C(P(CCCC)CCCC)CCC. Product: [CH2:11]([O:10][C:8]([C@@H:5]1[CH2:4][CH2:3][C@H:2]([O:1][C:14]2[CH:29]=[CH:28][C:17]([C:18]([O:20][CH2:21][C:22]3[CH:27]=[CH:26][CH:25]=[CH:24][CH:23]=3)=[O:19])=[CH:16][CH:15]=2)[CH2:7][CH2:6]1)=[O:9])[CH3:12]. The catalyst class is: 1. (5) Reactant: [C:1]([CH2:3][NH:4][C:5]([C@@H:7]1[CH2:12][CH2:11][CH2:10][CH2:9][C@H:8]1[CH2:13]Br)=[O:6])#[N:2].C(=O)([O-])[O-].[Cs+].[Cs+].[SH:21][C:22]1[CH:27]=[CH:26][C:25]([SH:28])=[CH:24][CH:23]=1. Product: [C:1]([CH2:3][NH:4][C:5]([C@@H:7]1[CH2:12][CH2:11][CH2:10][CH2:9][C@H:8]1[CH2:13][S:21][C:22]1[CH:27]=[CH:26][C:25]([S:28][C:25]2[CH:26]=[CH:27][C:22]([SH:21])=[CH:23][CH:24]=2)=[CH:24][CH:23]=1)=[O:6])#[N:2]. The catalyst class is: 21. (6) Reactant: C([O:8][C:9]1[C:10]([C:27]([O:29][CH3:30])=[O:28])=[N:11][N:12]([C:18]2[CH:23]=[CH:22][CH:21]=[CH:20][C:19]=2[N+:24]([O-])=O)[C:13]=1[C:14](OC)=[O:15])C1C=CC=CC=1. Product: [OH:8][C:9]1[C:10]([C:27]([O:29][CH3:30])=[O:28])=[N:11][N:12]2[C:18]3[C:19](=[CH:20][CH:21]=[CH:22][CH:23]=3)[NH:24][C:14](=[O:15])[C:13]=12. The catalyst class is: 19.